From a dataset of Forward reaction prediction with 1.9M reactions from USPTO patents (1976-2016). Predict the product of the given reaction. (1) Given the reactants Br[C:2]1[CH:3]=[N:4][C:5]([C:8]#[N:9])=N[CH:7]=1.[C:10](=O)([O-])[O-].[Cs+].[Cs+].[F:16][C:17]1[CH:39]=[CH:38][CH:37]=[CH:36][C:18]=1[O:19][C:20]1[C:34]([OH:35])=[CH:33][C:23]2[NH:24][C:25]([C:27]3[CH:32]=[N:31][CH:30]=[CH:29][N:28]=3)=[N:26][C:22]=2[CH:21]=1, predict the reaction product. The product is: [F:16][C:17]1[CH:39]=[CH:38][CH:37]=[CH:36][C:18]=1[O:19][C:20]1[C:34]([O:35][C:2]2[CH:7]=[CH:10][C:5]([C:8]#[N:9])=[N:4][CH:3]=2)=[CH:33][C:23]2[NH:24][C:25]([C:27]3[CH:32]=[N:31][CH:30]=[CH:29][N:28]=3)=[N:26][C:22]=2[CH:21]=1. (2) Given the reactants [H-].[Na+].Br[CH2:4][C:5]([O:7][CH3:8])=[O:6].[Br:9][C:10]1[NH:11][C:12]2[C:17]([C:18]=1[CH:19]1[CH2:24][CH2:23][CH2:22][CH2:21][CH2:20]1)=[CH:16][CH:15]=[C:14]([C:25]([O:27][C:28]([CH3:31])([CH3:30])[CH3:29])=[O:26])[CH:13]=2, predict the reaction product. The product is: [Br:9][C:10]1[N:11]([CH2:4][C:5]([O:7][CH3:8])=[O:6])[C:12]2[C:17]([C:18]=1[CH:19]1[CH2:24][CH2:23][CH2:22][CH2:21][CH2:20]1)=[CH:16][CH:15]=[C:14]([C:25]([O:27][C:28]([CH3:31])([CH3:30])[CH3:29])=[O:26])[CH:13]=2. (3) The product is: [C:1]([C:5]1[CH:12]=[CH:11][C:8]([CH:9]=[O:10])=[C:7]([O:13][S:23]([C:22]([F:41])([F:40])[F:21])(=[O:25])=[O:24])[CH:6]=1)([CH3:4])([CH3:2])[CH3:3]. Given the reactants [C:1]([C:5]1[CH:12]=[CH:11][C:8]([CH:9]=[O:10])=[C:7]([OH:13])[CH:6]=1)([CH3:4])([CH3:3])[CH3:2].C(N(CC)CC)C.[F:21][C:22]([F:41])([F:40])[S:23](N(C1C=CC=CN=1)[S:23]([C:22]([F:41])([F:40])[F:21])(=[O:25])=[O:24])(=[O:25])=[O:24], predict the reaction product. (4) The product is: [NH:18]1[C:16]2[NH:17][C:12](=[O:11])[CH:13]=[CH:14][C:15]=2[CH:19]=[CH:20]1. Given the reactants BrC1C=C2C=CNC2=NC=1.[OH:11][C:12]1[N:17]=[C:16]([NH2:18])[C:15]([C:19]#[C:20][Si](C)(C)C)=[CH:14][CH:13]=1.IC1C(N)=NC(O)=CC=1, predict the reaction product. (5) Given the reactants [CH2:1]([O:8][C:9](=[O:28])[C@@H:10]([N:13]([CH2:21][C:22]1[CH:27]=[CH:26][CH:25]=[CH:24][CH:23]=1)[CH2:14][C:15]1[CH:20]=[CH:19][CH:18]=[CH:17][CH:16]=1)[CH2:11][OH:12])[C:2]1[CH:7]=[CH:6][CH:5]=[CH:4][CH:3]=1.S([O-])([O-])(=O)=O.[Na+].[Na+].[F:36][C:37]([F:45])(S(F)(=O)=O)C(O)=O, predict the reaction product. The product is: [CH2:1]([O:8][C:9](=[O:28])[C@@H:10]([N:13]([CH2:21][C:22]1[CH:27]=[CH:26][CH:25]=[CH:24][CH:23]=1)[CH2:14][C:15]1[CH:16]=[CH:17][CH:18]=[CH:19][CH:20]=1)[CH2:11][O:12][CH:37]([F:45])[F:36])[C:2]1[CH:3]=[CH:4][CH:5]=[CH:6][CH:7]=1. (6) Given the reactants Br[C:2]1[CH:3]=[C:4]([CH:34]=[CH:35][CH:36]=1)[CH2:5][N:6]([C@@H:24]1[C:33]2[C:28](=[CH:29][CH:30]=[CH:31][CH:32]=2)[CH2:27][CH2:26][CH2:25]1)[C:7]([C:9]1[CH:14]=[C:13]([C:15]([OH:17])=[O:16])[C:12]([C:18]([OH:20])=[O:19])=[CH:11][C:10]=1[C:21]([OH:23])=[O:22])=[O:8].[CH3:37][O:38][C:39]1[CH:40]=[C:41](B(O)O)[CH:42]=[C:43]([O:47][CH3:48])[C:44]=1[O:45][CH3:46], predict the reaction product. The product is: [C@@H:24]1([N:6]([CH2:5][C:4]2[CH:34]=[C:35]([C:41]3[CH:40]=[C:39]([O:38][CH3:37])[C:44]([O:45][CH3:46])=[C:43]([O:47][CH3:48])[CH:42]=3)[CH:36]=[CH:2][CH:3]=2)[C:7]([C:9]2[CH:14]=[C:13]([C:15]([OH:17])=[O:16])[C:12]([C:18]([OH:20])=[O:19])=[CH:11][C:10]=2[C:21]([OH:23])=[O:22])=[O:8])[C:33]2[C:28](=[CH:29][CH:30]=[CH:31][CH:32]=2)[CH2:27][CH2:26][CH2:25]1. (7) Given the reactants [OH:1][C:2]1[N:7]=[C:6]([C:8]2[CH:13]=[CH:12][CH:11]=[CH:10][C:9]=2[O:14][CH3:15])[N:5]([CH2:16][C:17]2[CH:22]=[CH:21][CH:20]=[CH:19][CH:18]=2)[C:4](=[O:23])[CH:3]=1.[Cl-].C[Al+]C.CCCCCC.[CH2:34]([NH2:41])C1C=CC=CC=1.C[O:43]C1C=CC=CC=1C#N.[OH-].[Na+].C(OCC)(=O)[CH2:55][C:56]([O:58]CC)=[O:57].C[O-].[Na+].Cl, predict the reaction product. The product is: [OH:1][C:2]1[N:7]=[C:6]([C:8]2[CH:13]=[CH:12][CH:11]=[CH:10][C:9]=2[O:14][CH3:15])[N:5]([CH2:16][C:17]2[CH:22]=[CH:21][CH:20]=[CH:19][CH:18]=2)[C:4](=[O:23])[C:3]=1[C:34]([NH:41][CH2:55][C:56]([OH:58])=[O:57])=[O:43]. (8) Given the reactants [CH:1]1([CH2:4][N:5]2[CH2:14][CH2:13][C:12]3[C:7](=[CH:8][CH:9]=[CH:10][C:11]=3[N:15]([CH2:22][C:23]([N:25]3[CH2:30][CH2:29][N:28]([CH3:31])[CH2:27][CH:26]3[C:32]3[CH:37]=[CH:36][CH:35]=[CH:34][CH:33]=3)=[O:24])C(=O)C(F)(F)F)[CH2:6]2)[CH2:3][CH2:2]1.C([O-])([O-])=O.[K+].[K+].C([O-])(O)=O.[Na+], predict the reaction product. The product is: [CH:1]1([CH2:4][N:5]2[CH2:14][CH2:13][C:12]3[C:7](=[CH:8][CH:9]=[CH:10][C:11]=3[NH:15][CH2:22][C:23]([N:25]3[CH2:30][CH2:29][N:28]([CH3:31])[CH2:27][CH:26]3[C:32]3[CH:37]=[CH:36][CH:35]=[CH:34][CH:33]=3)=[O:24])[CH2:6]2)[CH2:3][CH2:2]1. (9) Given the reactants [CH2:1]([O:8][C:9]([NH:11][CH:12]([C:21]1[N:22]([C:32]([O:34][C:35]([CH3:38])([CH3:37])[CH3:36])=[O:33])[CH:23]=[C:24]([CH2:26][C:27]([CH3:31])([CH3:30])[CH2:28][CH3:29])[N:25]=1)[CH2:13][C:14]1[CH:19]=[CH:18][C:17](Br)=[CH:16][CH:15]=1)=[O:10])[C:2]1[CH:7]=[CH:6][CH:5]=[CH:4][CH:3]=1.Br[C:40]1[CH:45]=[CH:44][C:43]([F:46])=[CH:42][N:41]=1.C[Sn](C)C.C[Sn](C)C.C(N(CC)CC)C.C(OC(OC(C)(C)C)=O)(OC(C)(C)C)=O, predict the reaction product. The product is: [CH2:1]([O:8][C:9]([NH:11][CH:12]([C:21]1[N:22]([C:32]([O:34][C:35]([CH3:38])([CH3:37])[CH3:36])=[O:33])[CH:23]=[C:24]([CH2:26][C:27]([CH3:31])([CH3:30])[CH2:28][CH3:29])[N:25]=1)[CH2:13][C:14]1[CH:19]=[CH:18][C:17]([C:40]2[CH:45]=[CH:44][C:43]([F:46])=[CH:42][N:41]=2)=[CH:16][CH:15]=1)=[O:10])[C:2]1[CH:7]=[CH:6][CH:5]=[CH:4][CH:3]=1.